Dataset: Reaction yield outcomes from USPTO patents with 853,638 reactions. Task: Predict the reaction yield, written as a fraction of the theoretical maximum amount of product (1.0 means a 100% yield; for example, 0.34 means a 34% yield). The reactants are Cl[C:2]1[CH:7]=[C:6]([Cl:8])[N:5]=[CH:4][N:3]=1.[Cl:9][C:10]1[N:11]=[CH:12][NH:13][CH:14]=1.C(=O)([O-])[O-].[Cs+].[Cs+].O. The catalyst is CN(C=O)C. The product is [Cl:8][C:6]1[CH:7]=[C:2]([N:13]2[CH:14]=[C:10]([Cl:9])[N:11]=[CH:12]2)[N:3]=[CH:4][N:5]=1. The yield is 0.546.